Dataset: Forward reaction prediction with 1.9M reactions from USPTO patents (1976-2016). Task: Predict the product of the given reaction. (1) Given the reactants Cl[C:2]1[N:3]=[C:4]([NH:12][CH2:13][CH2:14][CH2:15][CH2:16][CH2:17][CH2:18][CH3:19])[C:5]2[S:10][CH:9]=[C:8]([CH3:11])[C:6]=2[N:7]=1.[CH2:20]([NH2:23])[CH:21]=[CH2:22].C(=O)([O-])O.[Na+], predict the reaction product. The product is: [CH2:20]([NH:23][C:2]1[N:3]=[C:4]([NH:12][CH2:13][CH2:14][CH2:15][CH2:16][CH2:17][CH2:18][CH3:19])[C:5]2[S:10][CH:9]=[C:8]([CH3:11])[C:6]=2[N:7]=1)[CH:21]=[CH2:22]. (2) Given the reactants [Si]([O:8][C@@H:9]1[C@@:13]([C:16]#[CH:17])([CH2:14][OH:15])[O:12][C@@H:11]([N:18]2[C:22]3[N:23]=[C:24]([NH:36]C(=O)C4C=CC=CC=4)[N:25]=[C:26]([NH:27]C(=O)C4C=CC=CC=4)[C:21]=3[CH:20]=[CH:19]2)[CH2:10]1)(C(C)(C)C)(C)C.O(C)[Na].CCCC[N+](CCCC)(CCCC)CCCC.[F-], predict the reaction product. The product is: [NH2:36][C:24]1[N:25]=[C:26]([NH2:27])[C:21]2[CH:20]=[CH:19][N:18]([C@@H:11]3[O:12][C@:13]([C:16]#[CH:17])([CH2:14][OH:15])[C@@H:9]([OH:8])[CH2:10]3)[C:22]=2[N:23]=1. (3) The product is: [CH3:27][O:26][C:23]1[CH:24]=[CH:25][C:20]([C:18]#[C:19][C:3]2[CH:2]=[N:1][CH:6]=[CH:5][CH:4]=2)=[CH:21][CH:22]=1. Given the reactants [N:1]1[CH:6]=[CH:5][CH:4]=[C:3](OS(C2C=CC(C)=CC=2)(=O)=O)[CH:2]=1.[C:18]([C:20]1[CH:25]=[CH:24][C:23]([O:26][CH3:27])=[CH:22][CH:21]=1)#[CH:19], predict the reaction product. (4) Given the reactants [Cl:1][C:2]1[N:12]=[CH:11][C:10]([CH2:13][N:14]2[C:18]([CH3:19])=[C:17]([C:20]3[CH:25]=[CH:24][C:23]([C:26]#[N:27])=[C:22]([Cl:28])[CH:21]=3)[C:16]([CH3:29])=[N:15]2)=[CH:9][C:3]=1C(OCC)=O.C[Mg]Br.C(O)(=O)[CH2:34][C:35](CC(O)=O)([C:37](O)=O)[OH:36], predict the reaction product. The product is: [Cl:28][C:22]1[CH:21]=[C:20]([C:17]2[C:16]([CH3:29])=[N:15][N:14]([CH2:13][C:10]3[CH:11]=[N:12][C:2]([Cl:1])=[C:3]([C:35]([OH:36])([CH3:37])[CH3:34])[CH:9]=3)[C:18]=2[CH3:19])[CH:25]=[CH:24][C:23]=1[C:26]#[N:27].